From a dataset of Catalyst prediction with 721,799 reactions and 888 catalyst types from USPTO. Predict which catalyst facilitates the given reaction. Reactant: [C:1]1(=[O:11])[C:10]2[C:5](=[CH:6][CH:7]=[CH:8][CH:9]=2)[CH2:4][CH2:3][CH2:2]1.[Br:12][C:13]1[CH:20]=[CH:19][C:16]([CH:17]=O)=[CH:15][CH:14]=1.[OH-].[K+]. Product: [Br:12][C:13]1[CH:20]=[CH:19][C:16](/[CH:17]=[C:2]2/[C:1](=[O:11])[C:10]3[C:5]([CH2:4][CH2:3]/2)=[CH:6][CH:7]=[CH:8][CH:9]=3)=[CH:15][CH:14]=1. The catalyst class is: 83.